Predict the product of the given reaction. From a dataset of Forward reaction prediction with 1.9M reactions from USPTO patents (1976-2016). (1) Given the reactants [OH:1][CH2:2][C:3]1[CH:11]=[CH:10][C:6]([C:7]([OH:9])=[O:8])=[CH:5][CH:4]=1.[CH2:12](Br)[CH:13]=[CH2:14].C(N(C(C)C)CC)(C)C.ClCCl, predict the reaction product. The product is: [OH:1][CH2:2][C:3]1[CH:4]=[CH:5][C:6]([C:7]([O:9][CH2:14][CH:13]=[CH2:12])=[O:8])=[CH:10][CH:11]=1. (2) Given the reactants [CH3:1][N:2]([CH3:22])[C:3]1[CH:4]=[CH:5][C:6]([NH:9][C:10](=[O:21])[CH2:11][C:12]2[CH:17]=[CH:16][C:15]([OH:18])=[CH:14][C:13]=2[O:19][CH3:20])=[N:7][CH:8]=1.Cl[C:24]1[C:33]2[C:28](=[CH:29][C:30]([O:36][CH2:37][CH3:38])=[C:31]([O:34][CH3:35])[CH:32]=2)[N:27]=[CH:26][N:25]=1, predict the reaction product. The product is: [CH3:22][N:2]([CH3:1])[C:3]1[CH:4]=[CH:5][C:6]([NH:9][C:10](=[O:21])[CH2:11][C:12]2[CH:17]=[CH:16][C:15]([O:18][C:24]3[C:33]4[C:28](=[CH:29][C:30]([O:36][CH2:37][CH3:38])=[C:31]([O:34][CH3:35])[CH:32]=4)[N:27]=[CH:26][N:25]=3)=[CH:14][C:13]=2[O:19][CH3:20])=[N:7][CH:8]=1. (3) Given the reactants C[O:2][C:3](=[O:30])[C:4]1[CH:9]=[CH:8][C:7]([N:10]2[C:15]([CH3:16])=[CH:14][C:13]([O:17][CH2:18][C:19]3[CH:24]=[CH:23][C:22]([F:25])=[CH:21][C:20]=3[F:26])=[C:12]([Br:27])[C:11]2=[O:28])=[C:6]([Cl:29])[CH:5]=1.Cl, predict the reaction product. The product is: [Br:27][C:12]1[C:11](=[O:28])[N:10]([C:7]2[CH:8]=[CH:9][C:4]([C:3]([OH:30])=[O:2])=[CH:5][C:6]=2[Cl:29])[C:15]([CH3:16])=[CH:14][C:13]=1[O:17][CH2:18][C:19]1[CH:24]=[CH:23][C:22]([F:25])=[CH:21][C:20]=1[F:26]. (4) Given the reactants CC(C)[O-].[Al+3].CC(C)[O-].CC(C)[O-].C1(=O)CCCCC1.[CH3:21][O:22][C:23]1[CH2:24][C:25]2[CH2:26][CH2:27][C@@H:28]3[C@@H:37]([C:38]=2[CH2:39][CH:40]=1)[CH2:36][CH2:35][C@@:33]1([CH3:34])[C@H:29]3[CH2:30][CH2:31][CH:32]1[OH:41].O, predict the reaction product. The product is: [CH3:21][O:22][C:23]1[CH2:24][C:25]2[CH2:26][CH2:27][C@@H:28]3[C@@H:37]([C:38]=2[CH2:39][CH:40]=1)[CH2:36][CH2:35][C@@:33]1([CH3:34])[C@H:29]3[CH2:30][CH2:31][C:32]1=[O:41]. (5) The product is: [Cl:1][C:2]1[CH:7]=[CH:6][C:5]([N+:8]([O-:10])=[O:9])=[C:4]([CH:3]=1)[CH2:12][C:13]1[CH:18]=[CH:17][CH:16]=[CH:15][N:14]=1. Given the reactants [Cl:1][C:2]1[CH:7]=[CH:6][C:5]([N+:8]([O-:10])=[O:9])=[CH:4][CH:3]=1.Cl[CH2:12][C:13]1[CH:18]=[CH:17][CH:16]=[CH:15][N:14]=1.CC(C)([O-])C.[K+].[Cl-].[NH4+], predict the reaction product.